From a dataset of Full USPTO retrosynthesis dataset with 1.9M reactions from patents (1976-2016). Predict the reactants needed to synthesize the given product. Given the product [F:1][C:2]([F:29])([F:28])[C:3]1[CH:4]=[C:5]([CH:21]=[C:22]([C:24]([F:27])([F:26])[F:25])[CH:23]=1)[CH2:6][N:7]1[CH2:14][CH2:13][CH2:12][O:11][C:10]2[N:15]=[CH:16][CH:17]=[C:18]([C:32]3[CH:33]=[CH:34][CH:35]=[CH:36][C:31]=3[F:30])[C:9]=2[C:8]1=[O:20], predict the reactants needed to synthesize it. The reactants are: [F:1][C:2]([F:29])([F:28])[C:3]1[CH:4]=[C:5]([CH:21]=[C:22]([C:24]([F:27])([F:26])[F:25])[CH:23]=1)[CH2:6][N:7]1[CH2:14][CH2:13][CH2:12][O:11][C:10]2[N:15]=[CH:16][CH:17]=[C:18](I)[C:9]=2[C:8]1=[O:20].[F:30][C:31]1[CH:36]=[CH:35][CH:34]=[CH:33][C:32]=1B(O)O.